This data is from Catalyst prediction with 721,799 reactions and 888 catalyst types from USPTO. The task is: Predict which catalyst facilitates the given reaction. Reactant: Cl[C:2]1[CH:7]=[CH:6][C:5]([N+:8]([O-:10])=[O:9])=[CH:4][N:3]=1.C(=O)([O-])[O-].[Na+].[Na+].Cl.[CH3:18][C:19]1([C:25]([O:27][CH3:28])=[O:26])[CH2:24][CH2:23][NH:22][CH2:21][CH2:20]1. Product: [CH3:18][C:19]1([C:25]([O:27][CH3:28])=[O:26])[CH2:24][CH2:23][N:22]([C:2]2[CH:7]=[CH:6][C:5]([N+:8]([O-:10])=[O:9])=[CH:4][N:3]=2)[CH2:21][CH2:20]1. The catalyst class is: 16.